Predict which catalyst facilitates the given reaction. From a dataset of Catalyst prediction with 721,799 reactions and 888 catalyst types from USPTO. (1) Reactant: [CH2:1]([O:8][C:9](=[O:28])[NH:10][CH2:11][CH2:12][CH2:13][CH2:14][C@H:15]([NH2:27])[C:16]([C:18]1[S:19][C:20]2[CH:26]=[CH:25][CH:24]=[CH:23][C:21]=2[N:22]=1)=[O:17])[C:2]1[CH:7]=[CH:6][CH:5]=[CH:4][CH:3]=1.Cl.[CH:30]1([C:36](O)=[O:37])[CH2:35][CH2:34][CH2:33][CH2:32][CH2:31]1.CCN=C=NCCCN(C)C.C1C=CC2N(O)N=NC=2C=1. Product: [CH2:1]([O:8][C:9](=[O:28])[NH:10][CH2:11][CH2:12][CH2:13][CH2:14][C@H:15]([NH:27][C:36]([CH:30]1[CH2:35][CH2:34][CH2:33][CH2:32][CH2:31]1)=[O:37])[C:16]([C:18]1[S:19][C:20]2[CH:26]=[CH:25][CH:24]=[CH:23][C:21]=2[N:22]=1)=[O:17])[C:2]1[CH:7]=[CH:6][CH:5]=[CH:4][CH:3]=1. The catalyst class is: 34. (2) Reactant: [N:1]([O-])=O.[Na+].Cl.[N+:6]([C:9]1[CH:15]=[CH:14][C:12]([NH2:13])=[CH:11][CH:10]=1)([O-:8])=[O:7].[CH3:16][O:17][C:18]1[C:26]2[O:25][C:24]([CH3:28])([CH3:27])[CH2:23][C:22]=2[C:21]([CH3:29])=[CH:20][C:19]=1[CH3:30]. Product: [CH3:16][O:17][C:18]1[C:26]2[O:25][C:24]([CH3:27])([CH3:28])[CH2:23][C:22]=2[C:21]([CH3:29])=[C:20]([N:1]=[N:13][C:12]2[CH:14]=[CH:15][C:9]([N+:6]([O-:8])=[O:7])=[CH:10][CH:11]=2)[C:19]=1[CH3:30]. The catalyst class is: 86. (3) The catalyst class is: 7. Reactant: [C:1]([O:5][C:6](=[O:20])[NH:7][C@@H:8]1[C:14](=[O:15])[NH:13][C:12]2[CH:16]=[CH:17][CH:18]=[CH:19][C:11]=2[NH:10][CH2:9]1)([CH3:4])([CH3:3])[CH3:2].[CH3:21][Si]([N-][Si](C)(C)C)(C)C.[Li+].CI. Product: [C:1]([O:5][C:6](=[O:20])[NH:7][CH:8]1[C:14](=[O:15])[N:13]([CH3:21])[C:12]2[CH:16]=[CH:17][CH:18]=[CH:19][C:11]=2[NH:10][CH2:9]1)([CH3:4])([CH3:2])[CH3:3]. (4) Reactant: [NH2:1][C:2]1[CH:7]=[CH:6][N:5]=[CH:4][N:3]=1.[CH3:8][O:9][C:10]1[CH:17]=[C:16]([O:18][CH3:19])[CH:15]=[CH:14][C:11]=1[CH:12]=O.N1CCCCC1.[BH4-].[Na+]. Product: [CH3:8][O:9][C:10]1[CH:17]=[C:16]([O:18][CH3:19])[CH:15]=[CH:14][C:11]=1[CH2:12][NH:1][C:2]1[CH:7]=[CH:6][N:5]=[CH:4][N:3]=1. The catalyst class is: 93. (5) Reactant: [Cl:1][C:2]1[CH:3]=[CH:4][C:5]2[O:9][C:8]([CH:10]([NH:15][C:16]3[CH:21]=[CH:20][C:19]([C:22]([N:24]([CH3:32])[CH2:25][CH2:26][C:27]([O:29]CC)=[O:28])=[O:23])=[CH:18][CH:17]=3)[CH2:11][CH:12]([CH3:14])[CH3:13])=[C:7]([CH3:33])[C:6]=2[CH:34]=1.O1CCCC1.[OH-].[Na+]. Product: [Cl:1][C:2]1[CH:3]=[CH:4][C:5]2[O:9][C:8]([CH:10]([NH:15][C:16]3[CH:21]=[CH:20][C:19]([C:22]([N:24]([CH3:32])[CH2:25][CH2:26][C:27]([OH:29])=[O:28])=[O:23])=[CH:18][CH:17]=3)[CH2:11][CH:12]([CH3:14])[CH3:13])=[C:7]([CH3:33])[C:6]=2[CH:34]=1. The catalyst class is: 8. (6) Reactant: [C:1]([NH:5][S:6]([C:9]1[CH:10]=[CH:11][C:12]([O:32]C)=[C:13]([C:15]2[C:20]([O:21]C)=[C:19]([CH:23]=O)[CH:18]=[C:17]([C:25]([CH3:31])([CH3:30])[C:26]([O:28][CH3:29])=[O:27])[CH:16]=2)[CH:14]=1)(=[O:8])=[O:7])([CH3:4])([CH3:3])[CH3:2].Cl.[NH2:35][C:36]1[CH:37]=[C:38]([CH:42]=[CH:43][C:44]=1[NH2:45])[C:39]([NH2:41])=[NH:40].C1(=O)C=CC(=O)C=C1. Product: [C:39]([C:38]1[CH:42]=[CH:43][C:44]2[NH:45][C:23]([C:19]3[CH:18]=[C:17]([C:25]([CH3:31])([CH3:30])[C:26]([O:28][CH3:29])=[O:27])[CH:16]=[C:15]([C:13]4[CH:14]=[C:9]([S:6](=[O:7])(=[O:8])[NH:5][C:1]([CH3:3])([CH3:4])[CH3:2])[CH:10]=[CH:11][C:12]=4[OH:32])[C:20]=3[OH:21])=[N:35][C:36]=2[CH:37]=1)(=[NH:40])[NH2:41]. The catalyst class is: 5. (7) Reactant: Cl.[CH3:2][O:3][C:4]([CH:6]1[CH2:9][NH:8][CH2:7]1)=[O:5].[Cl:10][C:11]1[CH:16]=[CH:15][C:14]([C:17]2([C:21](O)=[O:22])[CH2:20][CH2:19][CH2:18]2)=[CH:13][CH:12]=1.C(N(C(C)C)CC)(C)C.C1CN([P+](Br)(N2CCCC2)N2CCCC2)CC1.F[P-](F)(F)(F)(F)F. Product: [CH3:2][O:3][C:4]([CH:6]1[CH2:9][N:8]([C:21]([C:17]2([C:14]3[CH:13]=[CH:12][C:11]([Cl:10])=[CH:16][CH:15]=3)[CH2:18][CH2:19][CH2:20]2)=[O:22])[CH2:7]1)=[O:5]. The catalyst class is: 2.